Dataset: Forward reaction prediction with 1.9M reactions from USPTO patents (1976-2016). Task: Predict the product of the given reaction. (1) Given the reactants N1C=CN=C1.[CH2:6]([NH:8][CH2:9][CH2:10][OH:11])[CH3:7].Cl[Si:13]([CH2:18][CH3:19])([CH2:16][CH3:17])[CH2:14][CH3:15], predict the reaction product. The product is: [CH2:6]([NH:8][CH2:9][CH2:10][O:11][Si:13]([CH2:18][CH3:19])([CH2:16][CH3:17])[CH2:14][CH3:15])[CH3:7]. (2) Given the reactants [Cl:1][C:2]1[N:7]=[C:6]2[S:8][C:9]([C:11]3[CH:18]=[CH:17][C:14]([CH:15]=O)=[CH:13][C:12]=3[F:19])=[N:10][C:5]2=[CH:4][CH:3]=1.Cl.[NH:21]1[CH2:24][CH:23]([C:25]([O:27][CH3:28])=[O:26])[CH2:22]1.C(N(C(C)C)C(C)C)C.C(O)(=O)C.C([BH3-])#N.[Na+], predict the reaction product. The product is: [Cl:1][C:2]1[N:7]=[C:6]2[S:8][C:9]([C:11]3[CH:18]=[CH:17][C:14]([CH2:15][N:21]4[CH2:24][CH:23]([C:25]([O:27][CH3:28])=[O:26])[CH2:22]4)=[CH:13][C:12]=3[F:19])=[N:10][C:5]2=[CH:4][CH:3]=1. (3) The product is: [CH3:18][N:19]([C:20]([O:21][C:22]([CH3:23])([CH3:25])[CH3:24])=[O:26])[CH2:27][CH2:28][NH:1][C@H:2]1[CH2:7][CH2:6][CH2:5][N:4]([C:8]([O:10][CH2:11][C:12]2[CH:17]=[CH:16][CH:15]=[CH:14][CH:13]=2)=[O:9])[CH2:3]1. Given the reactants [NH2:1][C@H:2]1[CH2:7][CH2:6][CH2:5][N:4]([C:8]([O:10][CH2:11][C:12]2[CH:17]=[CH:16][CH:15]=[CH:14][CH:13]=2)=[O:9])[CH2:3]1.[CH3:18][N:19]([CH2:27][CH:28]=O)[C:20](=[O:26])[O:21][C:22]([CH3:25])([CH3:24])[CH3:23].C(O[BH-](OC(=O)C)OC(=O)C)(=O)C.[Na+].O, predict the reaction product. (4) Given the reactants [N+:1]([C:4]1[CH:5]=[CH:6][C:7]([N:10]2[CH2:14][CH2:13][CH:12]([OH:15])[CH2:11]2)=[N:8][CH:9]=1)([O-:3])=[O:2].[H-].[Na+].Br[CH2:19][C:20]([O:22][C:23]([CH3:26])([CH3:25])[CH3:24])=[O:21], predict the reaction product. The product is: [C:23]([O:22][C:20](=[O:21])[CH2:19][O:15][CH:12]1[CH2:13][CH2:14][N:10]([C:7]2[CH:6]=[CH:5][C:4]([N+:1]([O-:3])=[O:2])=[CH:9][N:8]=2)[CH2:11]1)([CH3:26])([CH3:25])[CH3:24]. (5) Given the reactants [CH3:1][C:2]1([CH3:23])[CH2:11][CH:10]=[C:9]([S:12][C:13]2[CH:18]=[CH:17][CH:16]=[CH:15][CH:14]=2)[C:8]2[CH:7]=[C:6]([C:19]([O:21]C)=[O:20])[CH:5]=[CH:4][C:3]1=2.[OH-].[Na+], predict the reaction product. The product is: [CH3:1][C:2]1([CH3:23])[CH2:11][CH:10]=[C:9]([S:12][C:13]2[CH:14]=[CH:15][CH:16]=[CH:17][CH:18]=2)[C:8]2[CH:7]=[C:6]([C:19]([OH:21])=[O:20])[CH:5]=[CH:4][C:3]1=2. (6) Given the reactants [C:1]([C:5]1[N:9]([CH2:10][CH:11]2[CH2:16][CH2:15][O:14][CH2:13][CH2:12]2)[C:8]2[CH:17]=[CH:18][C:19]([S:21](Cl)(=[O:23])=[O:22])=[CH:20][C:7]=2[N:6]=1)([CH3:4])([CH3:3])[CH3:2].[CH3:25][CH:26]1[CH2:31][CH2:30][NH:29][CH2:28][CH2:27]1, predict the reaction product. The product is: [C:1]([C:5]1[N:9]([CH2:10][CH:11]2[CH2:16][CH2:15][O:14][CH2:13][CH2:12]2)[C:8]2[CH:17]=[CH:18][C:19]([S:21]([N:29]3[CH2:30][CH2:31][CH:26]([CH3:25])[CH2:27][CH2:28]3)(=[O:23])=[O:22])=[CH:20][C:7]=2[N:6]=1)([CH3:4])([CH3:3])[CH3:2]. (7) The product is: [Br:13][C:14]1[CH:15]=[CH:16][C:17]2[C:23]([CH:6]3[CH2:11][CH2:10][N:9]([CH3:12])[CH2:8][CH2:7]3)([OH:24])[C:22]3[CH:25]=[CH:26][CH:27]=[CH:28][C:21]=3[CH2:20][O:19][C:18]=2[CH:29]=1. Given the reactants [Mg].C(Br)Br.Cl[CH:6]1[CH2:11][CH2:10][N:9]([CH3:12])[CH2:8][CH2:7]1.[Br:13][C:14]1[CH:15]=[CH:16][C:17]2[C:23](=[O:24])[C:22]3[CH:25]=[CH:26][CH:27]=[CH:28][C:21]=3[CH2:20][O:19][C:18]=2[CH:29]=1, predict the reaction product. (8) The product is: [Cl:30][C:31]1[CH:32]=[C:33]([C:38]2[C:46]([C:47]([NH2:49])=[O:48])=[C:41]3[CH2:42][N:43]([C:53]([NH:51][C:7]([CH3:6])([CH3:13])[CH2:4][O:3][C:2]([F:1])([F:11])[F:12])=[O:54])[CH2:44][CH2:45][N:40]3[N:39]=2)[CH:34]=[CH:35][C:36]=1[F:37]. Given the reactants [F:1][C:2]([F:12])([F:11])[O:3][CH:4]1[CH2:7][CH:6](C(O)=O)C1.[CH:13]1C=CC(P(N=[N+]=[N-])(C2C=CC=CC=2)=O)=CC=1.[Cl:30][C:31]1[CH:32]=[C:33]([C:38]2[C:46]([C:47]([NH2:49])=[O:48])=[C:41]3[CH2:42][NH:43][CH2:44][CH2:45][N:40]3[N:39]=2)[CH:34]=[CH:35][C:36]=1[F:37].C[N:51]([CH:53]=[O:54])C, predict the reaction product. (9) Given the reactants N1CCCCC1.[O:7]1[C:11]2[CH:12]=[CH:13][C:14]([C:16]3[CH2:17][C@H:18]4[CH:24]=[N:23][C:22]5[CH:25]=[C:26]([O:31][CH2:32][CH2:33][CH2:34][O:35][C:36]6[C:37]([O:84][CH3:85])=[CH:38][C:39]7[C:45](=[O:46])[N:44]8[CH:47]=[C:48]([C:50]#[C:51][CH2:52][NH:53][C:54](=[O:82])[C@@H:55]([NH:57][C:58](=[O:81])[C@H:59]([NH:63]C(=O)OCC9C%10C=CC=CC=%10C%10C9=CC=CC=%10)[CH:60]([CH3:62])[CH3:61])[CH3:56])[CH2:49][C@H:43]8[CH:42]=[N:41][C:40]=7[CH:83]=6)[C:27]([O:29][CH3:30])=[CH:28][C:21]=5[C:20](=[O:86])[N:19]4[CH:87]=3)=[CH:15][C:10]=2[O:9][CH2:8]1, predict the reaction product. The product is: [NH2:63][C@@H:59]([CH:60]([CH3:62])[CH3:61])[C:58]([NH:57][C@@H:55]([CH3:56])[C:54]([NH:53][CH2:52][C:51]#[C:50][C:48]1[CH2:49][C@H:43]2[CH:42]=[N:41][C:40]3[CH:83]=[C:36]([O:35][CH2:34][CH2:33][CH2:32][O:31][C:26]4[C:27]([O:29][CH3:30])=[CH:28][C:21]5[C:20](=[O:86])[N:19]6[CH:87]=[C:16]([C:14]7[CH:13]=[CH:12][C:11]8[O:7][CH2:8][O:9][C:10]=8[CH:15]=7)[CH2:17][C@H:18]6[CH:24]=[N:23][C:22]=5[CH:25]=4)[C:37]([O:84][CH3:85])=[CH:38][C:39]=3[C:45](=[O:46])[N:44]2[CH:47]=1)=[O:82])=[O:81]. (10) Given the reactants [Cl:1][C:2]1[CH:3]=[N:4][CH:5]=[C:6]([Cl:20])[C:7]=1[S:8][C:9]1[S:13][C:12]([C:14](Cl)=[O:15])=[CH:11][C:10]=1[N+:17]([O-:19])=[O:18].[CH3:21][CH:22]([CH3:26])[CH2:23][CH2:24][NH2:25], predict the reaction product. The product is: [Cl:1][C:2]1[CH:3]=[N:4][CH:5]=[C:6]([Cl:20])[C:7]=1[S:8][C:9]1[S:13][C:12]([C:14]([NH:25][CH2:24][CH2:23][CH:22]([CH3:26])[CH3:21])=[O:15])=[CH:11][C:10]=1[N+:17]([O-:19])=[O:18].